This data is from Aqueous solubility values for 9,982 compounds from the AqSolDB database. The task is: Regression/Classification. Given a drug SMILES string, predict its absorption, distribution, metabolism, or excretion properties. Task type varies by dataset: regression for continuous measurements (e.g., permeability, clearance, half-life) or binary classification for categorical outcomes (e.g., BBB penetration, CYP inhibition). For this dataset (solubility_aqsoldb), we predict Y. (1) The compound is O=C1CCCCO1. The Y is 0.999 log mol/L. (2) The molecule is CCOC(=O)[C@H](Cc1ccc(O)cc1)NC(C)=O. The Y is -1.86 log mol/L. (3) The drug is [K+].[K+].[O-2].[O-2].[O-2].[Ti+4]. The Y is -5.58 log mol/L. (4) The drug is CC12CCC(=O)C=C1CCC1C2CCC2(C)C1CCC2(C)O. The Y is -3.97 log mol/L. (5) The compound is CCC(=O)OC(Cc1ccccc1)(c1ccccc1)C(C)CN(C)C. The Y is -2.61 log mol/L. (6) The compound is CC(=O)C=C(C)NC1CCCCC1NC(C)=CC(C)=O. The Y is -2.11 log mol/L. (7) The compound is CCc1nc2ncnc(O)c2nc1CC. The Y is -1.91 log mol/L. (8) The compound is CCCCCCCCCO. The Y is -3.01 log mol/L. (9) The molecule is CCOc1ccc(NC(C)=O)c(C)c1. The Y is -1.84 log mol/L. (10) The drug is Nc1ccc(O)c(C(=O)O)c1. The Y is -2.26 log mol/L.